Predict the reactants needed to synthesize the given product. From a dataset of Full USPTO retrosynthesis dataset with 1.9M reactions from patents (1976-2016). (1) Given the product [CH3:5][CH:6]([C:26](=[O:28])[C:25]1[CH:30]=[CH:31][CH:32]=[CH:33][C:24]=1[CH3:23])[C:2]#[N:1], predict the reactants needed to synthesize it. The reactants are: [NH2:1][C:2]1[CH:6]=[CH:5]NN=1.COC(=O)C1C=CC(OCC2CC2)=C(Cl)C=1.[CH3:23][C:24]1[CH:33]=[CH:32][CH:31]=[CH:30][C:25]=1[C:26]([O:28]C)=O.[H-].[Na+].C(#N)CC. (2) Given the product [CH2:8]([C:1]1([OH:7])[CH2:6][CH2:5][CH2:4][CH2:3][CH2:2]1)[C:9]1[CH:14]=[CH:13][CH:12]=[CH:11][CH:10]=1, predict the reactants needed to synthesize it. The reactants are: [C:1]1(=[O:7])[CH2:6][CH2:5][CH2:4][CH2:3][CH2:2]1.[CH2:8]([Mg]Cl)[C:9]1[CH:14]=[CH:13][CH:12]=[CH:11][CH:10]=1. (3) Given the product [CH3:37][O:38][C:39]1[CH:40]=[C:41]([C:2]2[CH:3]=[C:4]3[C:8](=[CH:9][CH:10]=2)[N:7]([CH:11]2[CH2:16][CH2:15][CH2:14][CH2:13][O:12]2)[N:6]=[C:5]3[C:17]2[N:22]=[C:21]([O:23][C@@H:24]3[CH2:29][CH2:28][CH2:27][N:26]([C:30]([O:32][C:33]([CH3:34])([CH3:35])[CH3:36])=[O:31])[CH2:25]3)[CH:20]=[N:19][CH:18]=2)[CH:42]=[N:43][CH:44]=1, predict the reactants needed to synthesize it. The reactants are: Br[C:2]1[CH:3]=[C:4]2[C:8](=[CH:9][CH:10]=1)[N:7]([CH:11]1[CH2:16][CH2:15][CH2:14][CH2:13][O:12]1)[N:6]=[C:5]2[C:17]1[N:22]=[C:21]([O:23][C@@H:24]2[CH2:29][CH2:28][CH2:27][N:26]([C:30]([O:32][C:33]([CH3:36])([CH3:35])[CH3:34])=[O:31])[CH2:25]2)[CH:20]=[N:19][CH:18]=1.[CH3:37][O:38][C:39]1[CH:40]=[C:41](B2OC(C)(C)C(C)(C)O2)[CH:42]=[N:43][CH:44]=1.C([O-])([O-])=O.[Na+].[Na+]. (4) Given the product [Cl:24][CH2:4][C:5]1[O:9][N:8]=[C:7]([C:10](=[O:12])[CH3:11])[CH:6]=1, predict the reactants needed to synthesize it. The reactants are: N#N.O[CH2:4][C:5]1[O:9][N:8]=[C:7]([C:10](=[O:12])[CH3:11])[CH:6]=1.CCN(CC)CC.S([Cl:24])(C)(=O)=O. (5) The reactants are: C[O:2][C:3]1[C:8]2[C:9]([C:17]3[CH:22]=[CH:21][C:20]([CH2:23][C:24]#[N:25])=[CH:19][CH:18]=3)=[CH:10][N:11]([CH:12]3[CH2:16][CH2:15][O:14][CH2:13]3)[C:7]=2[CH:6]=[CH:5][N:4]=1.[I-].[Na+].Cl[Si](C)(C)C.C(=O)([O-])O.[Na+]. Given the product [O:2]=[C:3]1[C:8]2[C:9]([C:17]3[CH:22]=[CH:21][C:20]([CH2:23][C:24]#[N:25])=[CH:19][CH:18]=3)=[CH:10][N:11]([CH:12]3[CH2:16][CH2:15][O:14][CH2:13]3)[C:7]=2[CH:6]=[CH:5][NH:4]1, predict the reactants needed to synthesize it. (6) Given the product [C:13]12([NH:23][CH2:11][C:7]3[CH:6]=[C:5]4[C:10](=[CH:9][CH:8]=3)[N:1]=[CH:2][CH:3]=[CH:4]4)[CH2:20][CH:19]3[CH2:18][CH:17]([CH2:16][CH:15]([CH2:21]3)[CH2:14]1)[CH2:22]2, predict the reactants needed to synthesize it. The reactants are: [N:1]1[C:10]2[C:5](=[CH:6][C:7]([CH:11]=O)=[CH:8][CH:9]=2)[CH:4]=[CH:3][CH:2]=1.[C:13]12([NH2:23])[CH2:22][CH:17]3[CH2:18][CH:19]([CH2:21][CH:15]([CH2:16]3)[CH2:14]1)[CH2:20]2. (7) Given the product [C:10]([CH:7]([C:1]1[CH:6]=[CH:5][CH:4]=[CH:3][CH:2]=1)[C:8]#[N:9])(=[O:12])[CH3:11], predict the reactants needed to synthesize it. The reactants are: [C:1]1([CH2:7][C:8]#[N:9])[CH:6]=[CH:5][CH:4]=[CH:3][CH:2]=1.[C:10](OCC)(=[O:12])[CH3:11].[O-]CC.[Na+].[Na].